This data is from Catalyst prediction with 721,799 reactions and 888 catalyst types from USPTO. The task is: Predict which catalyst facilitates the given reaction. (1) Reactant: [H-].[Na+].[CH3:3][C:4]1[CH:5]=[CH:6][C:7]([CH2:12][OH:13])=[N:8][C:9]=1[NH:10][CH3:11].[Si:14](Cl)([C:17]([CH3:20])([CH3:19])[CH3:18])([CH3:16])[CH3:15]. Product: [Si:14]([O:13][CH2:12][C:7]1[N:8]=[C:9]([NH:10][CH3:11])[C:4]([CH3:3])=[CH:5][CH:6]=1)([C:17]([CH3:20])([CH3:19])[CH3:18])([CH3:16])[CH3:15]. The catalyst class is: 1. (2) Reactant: [CH:1]1([CH2:4][N:5]2[CH2:25][CH2:24][C@:12]34[C:13]5[C:14]6[O:23][C@H:11]3[C:10](=[O:26])[CH2:9][CH2:8][C@@:7]4([OH:27])[C@H:6]2[CH2:19][C:18]=5[CH:17]=[CH:16][C:15]=6[C:20]([NH2:22])=[O:21])[CH2:3][CH2:2]1.[Cl-].[NH4+]. Product: [CH:1]1([CH2:4][N:5]2[CH2:25][CH2:24][C@@:12]34[C:13]5[C:14]([OH:23])=[C:15]([C:20]([NH2:22])=[O:21])[CH:16]=[CH:17][C:18]=5[CH2:19][C@@H:6]2[C@:7]3([OH:27])[CH2:8][CH2:9][C:10](=[O:26])[CH2:11]4)[CH2:3][CH2:2]1. The catalyst class is: 490. (3) Reactant: [NH2:1][C:2]1[S:3][C:4]([CH2:14][CH2:15][C:16]([NH:18][C:19]2[CH:24]=[CH:23][C:22]([CH2:25][P:26]([O:31][CH2:32][CH3:33])([O:28][CH2:29][CH3:30])=[O:27])=[CH:21][CH:20]=2)=[O:17])=[C:5]([C:7]2[CH:12]=[CH:11][C:10]([Cl:13])=[CH:9][CH:8]=2)[N:6]=1.[C:34]([N:38]=[C:39]=[O:40])([CH3:37])([CH3:36])[CH3:35]. Product: [Cl:13][C:10]1[CH:9]=[CH:8][C:7]([C:5]2[N:6]=[C:2]([NH:1][C:39]([NH:38][C:34]([CH3:37])([CH3:36])[CH3:35])=[O:40])[S:3][C:4]=2[CH2:14][CH2:15][C:16]([NH:18][C:19]2[CH:24]=[CH:23][C:22]([CH2:25][P:26]([O:28][CH2:29][CH3:30])([O:31][CH2:32][CH3:33])=[O:27])=[CH:21][CH:20]=2)=[O:17])=[CH:12][CH:11]=1. The catalyst class is: 11. (4) Product: [C:1]1([C:10]2[C:19]3[C:14](=[CH:15][CH:16]=[CH:17][CH:18]=3)[CH:13]=[CH:12][C:11]=2[C:20]([OH:22])=[O:21])[CH:6]=[CH:5][CH:4]=[CH:3][CH:2]=1.[F:9][C:10]1[C:19]2[C:14](=[CH:15][CH:16]=[CH:17][CH:18]=2)[CH:13]=[CH:12][C:11]=1[C:20]([OH:22])=[O:21].[CH3:23][O:24][C:25]1[C:34]2[C:29](=[CH:30][CH:31]=[CH:32][CH:33]=2)[CH:28]=[CH:27][C:26]=1[C:35]([OH:37])=[O:36]. The catalyst class is: 20. Reactant: [C:1]1([Mg]Br)[CH:6]=[CH:5][CH:4]=[CH:3][CH:2]=1.[F:9][C:10]1[C:19]2[C:14](=[CH:15][CH:16]=[CH:17][CH:18]=2)[CH:13]=[CH:12][C:11]=1[C:20]([OH:22])=[O:21].[CH3:23][O:24][C:25]1[C:34]2[C:29](=[CH:30][CH:31]=[CH:32][CH:33]=2)[CH:28]=[CH:27][C:26]=1[C:35]([OH:37])=[O:36].Cl. (5) Reactant: [CH3:1][O:2][N:3]([CH3:17])[C:4]([C:6]1([C:13]([F:16])([F:15])[F:14])[CH2:11][CH2:10][C:9](=[O:12])[CH2:8][CH2:7]1)=[O:5].[BH4-].[Na+].O.Cl. Product: [CH3:1][O:2][N:3]([CH3:17])[C:4]([C:6]1([C:13]([F:14])([F:15])[F:16])[CH2:11][CH2:10][CH:9]([OH:12])[CH2:8][CH2:7]1)=[O:5]. The catalyst class is: 8.